From a dataset of Full USPTO retrosynthesis dataset with 1.9M reactions from patents (1976-2016). Predict the reactants needed to synthesize the given product. (1) Given the product [ClH:18].[NH2:7][CH:8]([C:13]([F:16])([F:15])[F:14])[C:9]([CH3:11])([OH:12])[CH3:10], predict the reactants needed to synthesize it. The reactants are: C(OC(=O)[NH:7][CH:8]([C:13]([F:16])([F:15])[F:14])[C:9]([OH:12])([CH3:11])[CH3:10])(C)(C)C.[ClH:18]. (2) Given the product [OH:4][C:5]1[CH:6]=[CH:7][C:8]([C:9]([O:11][CH2:12][CH:13]([CH2:14][C:15]#[CH:16])[CH2:17][C:18]#[CH:19])=[O:10])=[CH:20][CH:21]=1, predict the reactants needed to synthesize it. The reactants are: C([O:4][C:5]1[CH:21]=[CH:20][C:8]([C:9]([O:11][CH2:12][CH:13]([CH2:17][C:18]#[CH:19])[CH2:14][C:15]#[CH:16])=[O:10])=[CH:7][CH:6]=1)(=O)C.O.CCOC(C)=O. (3) Given the product [Br:1][C:2]1[CH:11]=[CH:10][C:5]([C:6]([OH:8])=[O:7])=[CH:4][C:3]=1[CH2:12][O:13][CH3:14], predict the reactants needed to synthesize it. The reactants are: [Br:1][C:2]1[CH:11]=[CH:10][C:5]([C:6]([O:8]C)=[O:7])=[CH:4][C:3]=1[CH2:12][O:13][CH3:14].COCC1C=C(C(O)=O)C=CC=1C1C=CC=CC=1C.[OH-].[Na+].O. (4) Given the product [C:12]([C:15]1[CH:20]=[CH:19][C:18]([C:23]2[S:4][C:3]3[CH:5]=[CH:6][CH:7]=[CH:8][C:2]=3[C:1](=[O:10])[N:25]=2)=[N:17][CH:16]=1)(=[O:14])[CH3:13], predict the reactants needed to synthesize it. The reactants are: [C:1]([O:10]C)(=O)[C:2]1[C:3](=[CH:5][CH:6]=[CH:7][CH:8]=1)[SH:4].[C:12]([C:15]1[C:16](C#N)=[N:17][CH:18]=[CH:19][CH:20]=1)(=[O:14])[CH3:13].[CH2:23]([N:25](CC)CC)C. (5) Given the product [NH2:1][C:2]([CH3:22])([C:4](=[N:29][OH:30])[CH2:5][CH:6]([OH:20])[CH2:7][CH2:8][CH2:9][CH2:10][CH2:11][CH2:12][CH2:13][CH2:14][CH2:15][CH2:16][CH2:17][CH2:18][CH3:19])[CH3:3], predict the reactants needed to synthesize it. The reactants are: [NH2:1][C:2]([CH3:22])([C:4](=O)[CH2:5][CH:6]([OH:20])[CH2:7][CH2:8][CH2:9][CH2:10][CH2:11][CH2:12][CH2:13][CH2:14][CH2:15][CH2:16][CH2:17][CH2:18][CH3:19])[CH3:3].C([O-])(=O)C.[Na+].Cl.[NH2:29][OH:30]. (6) Given the product [F:1][C:2]1[CH:10]=[CH:9][C:5]([C:6]([NH2:8])=[S:20])=[CH:4][CH:3]=1, predict the reactants needed to synthesize it. The reactants are: [F:1][C:2]1[CH:10]=[CH:9][C:5]([C:6]([NH2:8])=O)=[CH:4][CH:3]=1.COC1C=CC(P2(SP(C3C=CC(OC)=CC=3)(=S)S2)=[S:20])=CC=1.